From a dataset of Catalyst prediction with 721,799 reactions and 888 catalyst types from USPTO. Predict which catalyst facilitates the given reaction. (1) Reactant: [CH3:1][NH2:2].O.[Cl:4][C:5]1[CH:6]=[C:7]([CH:10]=[CH:11][CH:12]=1)[CH2:8]Cl. Product: [Cl:4][C:5]1[CH:6]=[C:7]([CH2:8][NH:2][CH3:1])[CH:10]=[CH:11][CH:12]=1. The catalyst class is: 9. (2) Reactant: [O:1]1[CH2:4][CH:3]([CH2:5][CH2:6][OH:7])[CH2:2]1.C1N2CCN(CC2)C1.[S:16](Cl)([C:19]1[CH:25]=[CH:24][C:22]([CH3:23])=[CH:21][CH:20]=1)(=[O:18])=[O:17]. Product: [O:1]1[CH2:4][CH:3]([CH2:5][CH2:6][O:7][S:16]([C:19]2[CH:25]=[CH:24][C:22]([CH3:23])=[CH:21][CH:20]=2)(=[O:18])=[O:17])[CH2:2]1. The catalyst class is: 2. (3) Reactant: ON1C2C=CC=CC=2N=N1.Cl.CN(C)CCCN=C=NCC.[F:23][C:24]([F:28])([F:27])[CH2:25][NH2:26].[Cl:29][C:30]1[CH:35]=[CH:34][N:33]=[C:32]([C:36](O)=[O:37])[CH:31]=1. Product: [F:23][C:24]([F:28])([F:27])[CH2:25][NH:26][C:36]([C:32]1[CH:31]=[C:30]([Cl:29])[CH:35]=[CH:34][N:33]=1)=[O:37]. The catalyst class is: 229.